This data is from Full USPTO retrosynthesis dataset with 1.9M reactions from patents (1976-2016). The task is: Predict the reactants needed to synthesize the given product. (1) Given the product [F:19][C:20]1[CH:21]=[C:22]([C:26]#[C:27][C:28]2[CH:37]=[C:36]3[C:31]([C:32](=[O:38])[N:33]([CH2:6][CH:7]4[CH2:11][CH2:10][CH2:9][N:8]4[C:12]([O:14][C:15]([CH3:18])([CH3:17])[CH3:16])=[O:13])[CH:34]=[N:35]3)=[CH:30][CH:29]=2)[CH:23]=[CH:24][CH:25]=1, predict the reactants needed to synthesize it. The reactants are: CS(O[CH2:6][CH:7]1[CH2:11][CH2:10][CH2:9][N:8]1[C:12]([O:14][C:15]([CH3:18])([CH3:17])[CH3:16])=[O:13])(=O)=O.[F:19][C:20]1[CH:21]=[C:22]([C:26]#[C:27][C:28]2[CH:37]=[C:36]3[C:31]([C:32](=[O:38])[NH:33][CH:34]=[N:35]3)=[CH:30][CH:29]=2)[CH:23]=[CH:24][CH:25]=1.[OH-].[K+]. (2) The reactants are: FC(F)(F)C([NH:5][C@@H:6]1[C:15]2[C:10](=[CH:11][CH:12]=[CH:13][CH:14]=2)[C@@H:9]([OH:16])[CH2:8][CH2:7]1)=O.[OH-].[Na+]. Given the product [NH2:5][C@@H:6]1[C:15]2[C:10](=[CH:11][CH:12]=[CH:13][CH:14]=2)[C@@H:9]([OH:16])[CH2:8][CH2:7]1, predict the reactants needed to synthesize it. (3) Given the product [N:42]1[CH:43]=[CH:44][CH:45]=[CH:46][C:41]=1[CH2:40][CH:34]([NH:8][C:9]1[CH:10]=[CH:11][C:12]([NH:15][C:16]([C:18]2[CH:23]=[CH:22][CH:21]=[CH:20][C:19]=2[C:24]2[CH:25]=[CH:26][C:27]([C:30]([F:31])([F:32])[F:33])=[CH:28][CH:29]=2)=[O:17])=[CH:13][CH:14]=1)[C:35]([O:37][CH2:38][CH3:39])=[O:36], predict the reactants needed to synthesize it. The reactants are: C(OC([N:8]([CH:34]([CH2:40][C:41]1[CH:46]=[CH:45][CH:44]=[CH:43][N:42]=1)[C:35]([O:37][CH2:38][CH3:39])=[O:36])[C:9]1[CH:14]=[CH:13][C:12]([NH:15][C:16]([C:18]2[CH:23]=[CH:22][CH:21]=[CH:20][C:19]=2[C:24]2[CH:29]=[CH:28][C:27]([C:30]([F:33])([F:32])[F:31])=[CH:26][CH:25]=2)=[O:17])=[CH:11][CH:10]=1)=O)(C)(C)C.Cl.C(=O)([O-])O.[Na+]. (4) Given the product [CH3:31][N:30]([CH3:32])[C:28]([C:25]1[CH:26]=[CH:27][C:22]2[O:21][C:20]([C:33]([NH:35][C:36]3[CH:41]=[CH:40][C:39]([Cl:42])=[CH:38][N:37]=3)=[O:34])=[C:19]([NH:18][C:16]([C@H:13]3[CH2:12][CH2:11][C@H:10]([N:8]([OH:43])[CH2:9][C:47](=[O:46])[CH3:48])[CH2:15][CH2:14]3)=[O:17])[C:23]=2[CH:24]=1)=[O:29], predict the reactants needed to synthesize it. The reactants are: C(OCC([N:8]([C@H:10]1[CH2:15][CH2:14][C@H:13]([C:16]([NH:18][C:19]2[C:23]3[CH:24]=[C:25]([C:28]([N:30]([CH3:32])[CH3:31])=[O:29])[CH:26]=[CH:27][C:22]=3[O:21][C:20]=2[C:33]([NH:35][C:36]2[CH:41]=[CH:40][C:39]([Cl:42])=[CH:38][N:37]=2)=[O:34])=[O:17])[CH2:12][CH2:11]1)[CH3:9])=O)(=O)C.[OH-:43].[Na+].Cl.[O:46]1CC[CH2:48][CH2:47]1.CO. (5) Given the product [CH3:1][O:2][C:3](=[O:16])[CH2:4][O:5][C:6]1[CH:11]=[CH:10][C:9]([CH2:12][OH:13])=[CH:8][C:7]=1[O:14][CH3:15], predict the reactants needed to synthesize it. The reactants are: [CH3:1][O:2][C:3](=[O:16])[CH2:4][O:5][C:6]1[CH:11]=[CH:10][C:9]([CH:12]=[O:13])=[CH:8][C:7]=1[O:14][CH3:15].[B-].[Na+].Cl. (6) The reactants are: [OH-:1].[Mg+2:2].[OH-].[O-2].[Mg+2].[S:6]([O-:10])([O-:9])(=[O:8])=[O:7].[Mg+2]. Given the product [S:6]([O-:10])([O-:9])(=[O:8])=[O:7].[Mg+2:2].[S:6](=[O:8])(=[O:7])([OH:10])[OH:9].[OH-:1].[Mg+2:2].[OH-:7], predict the reactants needed to synthesize it. (7) Given the product [C:1]1([O:7][C:39](=[O:40])[CH2:38][CH2:37][C:14]2[CH:15]=[CH:16][C:17]([NH:18][C:19]([C:21]3[C:22]([C:27]4[CH:32]=[CH:31][C:30]([C:33]([F:34])([F:36])[F:35])=[CH:29][CH:28]=4)=[CH:23][CH:24]=[CH:25][CH:26]=3)=[O:20])=[C:12]([C:10](=[O:11])[N:9]([CH3:42])[CH3:8])[CH:13]=2)[CH:6]=[CH:5][CH:4]=[CH:3][CH:2]=1, predict the reactants needed to synthesize it. The reactants are: [C:1]1([OH:7])[CH:6]=[CH:5][CH:4]=[CH:3][CH:2]=1.[CH3:8][N:9]([CH3:42])[C:10]([C:12]1[CH:13]=[C:14]([CH2:37][CH2:38][C:39](O)=[O:40])[CH:15]=[CH:16][C:17]=1[NH:18][C:19]([C:21]1[C:22]([C:27]2[CH:32]=[CH:31][C:30]([C:33]([F:36])([F:35])[F:34])=[CH:29][CH:28]=2)=[CH:23][CH:24]=[CH:25][CH:26]=1)=[O:20])=[O:11].CCN=C=NCCCN(C)C.Cl. (8) Given the product [Br:8][C:3]1[CH:4]=[CH:5][C:6]([O:7][CH:10]([CH3:9])[CH2:11][CH2:12][CH2:13][CH2:14][CH3:15])=[CH:1][CH:2]=1, predict the reactants needed to synthesize it. The reactants are: [CH:1]1[C:6]([OH:7])=[CH:5][CH:4]=[C:3]([Br:8])[CH:2]=1.[CH3:9][CH:10](Br)[CH2:11][CH2:12][CH2:13][CH2:14][CH3:15].[I-].[Na+].C(=O)([O-])[O-].[K+].[K+]. (9) Given the product [Si:11]([O:18][CH2:19][C:20]([CH3:57])([CH3:58])[CH2:21][N:22]1[C:28]2[CH:29]=[CH:30][C:31]([Cl:33])=[CH:32][C:27]=2[C@@H:26]([C:34]2[CH:39]=[CH:38][CH:37]=[C:36]([O:40][CH3:41])[C:35]=2[O:42][CH3:43])[O:25][C@H:24]([CH2:44][C:45]2[S:46][C:47]([CH:50]([CH:59]([OH:66])[C:60]3[CH:65]=[CH:64][CH:63]=[CH:62][CH:61]=3)[C:51]([O:53][CH2:54][CH3:55])=[O:52])=[CH:48][N:49]=2)[C:23]1=[O:56])([C:14]([CH3:15])([CH3:16])[CH3:17])([CH3:13])[CH3:12], predict the reactants needed to synthesize it. The reactants are: C[Si]([N-][Si](C)(C)C)(C)C.[Li+].[Si:11]([O:18][CH2:19][C:20]([CH3:58])([CH3:57])[CH2:21][N:22]1[C:28]2[CH:29]=[CH:30][C:31]([Cl:33])=[CH:32][C:27]=2[C@@H:26]([C:34]2[CH:39]=[CH:38][CH:37]=[C:36]([O:40][CH3:41])[C:35]=2[O:42][CH3:43])[O:25][C@H:24]([CH2:44][C:45]2[S:46][C:47]([CH2:50][C:51]([O:53][CH2:54][CH3:55])=[O:52])=[CH:48][N:49]=2)[C:23]1=[O:56])([C:14]([CH3:17])([CH3:16])[CH3:15])([CH3:13])[CH3:12].[CH:59](=[O:66])[C:60]1[CH:65]=[CH:64][CH:63]=[CH:62][CH:61]=1.[Cl-].[NH4+].